Dataset: Ames mutagenicity test results for genotoxicity prediction. Task: Regression/Classification. Given a drug SMILES string, predict its toxicity properties. Task type varies by dataset: regression for continuous values (e.g., LD50, hERG inhibition percentage) or binary classification for toxic/non-toxic outcomes (e.g., AMES mutagenicity, cardiotoxicity, hepatotoxicity). Dataset: ames. (1) The molecule is CC(=N)S. The result is 0 (non-mutagenic). (2) The compound is COc1ccc2c(c1)C1CCCCC1C1OC21. The result is 0 (non-mutagenic). (3) The compound is ONc1ccc(-c2ccccc2)cc1. The result is 1 (mutagenic). (4) The compound is COc1cc(CC2NCCc3cc(O)c(O)cc32)cc(OC)c1OC. The result is 0 (non-mutagenic). (5) The compound is NC(CCC(=O)NC(CSc1ccc([N+](=O)[O-])cc1[N+](=O)[O-])C(=O)NCC(=O)O)C(=O)O. The result is 1 (mutagenic).